Regression. Given a peptide amino acid sequence and an MHC pseudo amino acid sequence, predict their binding affinity value. This is MHC class I binding data. From a dataset of Peptide-MHC class I binding affinity with 185,985 pairs from IEDB/IMGT. (1) The peptide sequence is AVYSTFLHR. The MHC is HLA-B08:01 with pseudo-sequence HLA-B08:01. The binding affinity (normalized) is 0.0847. (2) The peptide sequence is EIINFTISMR. The MHC is HLA-A33:01 with pseudo-sequence HLA-A33:01. The binding affinity (normalized) is 0.810.